This data is from Reaction yield outcomes from USPTO patents with 853,638 reactions. The task is: Predict the reaction yield, written as a fraction of the theoretical maximum amount of product (1.0 means a 100% yield; for example, 0.34 means a 34% yield). (1) The reactants are ClC([O:4][C:5](Cl)(Cl)Cl)=O.[CH3:9][C:10]1[NH:14][N:13]=[C:12]([O:15][C:16]2[CH:21]=[CH:20][CH:19]=[C:18]([C:22]([F:25])([F:24])[F:23])[CH:17]=2)[CH:11]=1.Cl.[CH2:27]([O:29][NH2:30])[CH3:28].C(N(CC)CC)C. The catalyst is C(OCC)(=O)C. The product is [CH2:27]([O:29][NH:30][C:5]([N:14]1[C:10]([CH3:9])=[CH:11][C:12]([O:15][C:16]2[CH:21]=[CH:20][CH:19]=[C:18]([C:22]([F:25])([F:23])[F:24])[CH:17]=2)=[N:13]1)=[O:4])[CH3:28]. The yield is 0.454. (2) The reactants are [C:1]([O:5][C:6]([N:8]1[CH2:13][C:12](B2OC(C)(C)C(C)(C)O2)=[CH:11][CH2:10][CH2:9]1)=[O:7])([CH3:4])([CH3:3])[CH3:2].[NH2:23][C:24]1[CH:29]=[CH:28][C:27]([CH:30]2[CH2:35][CH2:34][N:33]([C:36](=[O:38])[CH3:37])[CH2:32][CH2:31]2)=[CH:26][C:25]=1Br.C([O-])([O-])=O.[Na+].[Na+]. The catalyst is C1(C)C=CC=CC=1.CCO.CCOC(C)=O.C1C=CC([P]([Pd]([P](C2C=CC=CC=2)(C2C=CC=CC=2)C2C=CC=CC=2)([P](C2C=CC=CC=2)(C2C=CC=CC=2)C2C=CC=CC=2)[P](C2C=CC=CC=2)(C2C=CC=CC=2)C2C=CC=CC=2)(C2C=CC=CC=2)C2C=CC=CC=2)=CC=1. The product is [C:1]([O:5][C:6]([N:8]1[CH2:13][C:12]([C:25]2[CH:26]=[C:27]([CH:30]3[CH2:35][CH2:34][N:33]([C:36](=[O:38])[CH3:37])[CH2:32][CH2:31]3)[CH:28]=[CH:29][C:24]=2[NH2:23])=[CH:11][CH2:10][CH2:9]1)=[O:7])([CH3:2])([CH3:3])[CH3:4]. The yield is 0.930. (3) The reactants are [O:1]1[CH2:6][CH2:5][CH:4]([C:7]([C:9]2[S:13][C:12]([NH2:14])=[N:11][C:10]=2[C:15]2[O:16][CH:17]=[CH:18][CH:19]=2)=[O:8])[CH2:3][CH2:2]1.[CH:20]1([C:23](Cl)=[O:24])[CH2:22][CH2:21]1.O. The catalyst is CN(C1C=CN=CC=1)C.N1C=CC=CC=1. The product is [O:16]1[CH:17]=[CH:18][CH:19]=[C:15]1[C:10]1[N:11]=[C:12]([NH:14][C:23]([CH:20]2[CH2:22][CH2:21]2)=[O:24])[S:13][C:9]=1[C:7]([CH:4]1[CH2:5][CH2:6][O:1][CH2:2][CH2:3]1)=[O:8]. The yield is 0.650. (4) The reactants are [CH3:1][NH:2][CH:3]1[CH2:8][CH2:7][CH2:6][CH2:5][CH2:4]1.Br[CH2:10][CH2:11][C:12]([O:14][CH2:15][CH3:16])=[O:13]. The catalyst is C(O)C. The product is [CH2:15]([O:14][C:12](=[O:13])[CH2:11][CH2:10][N:2]([CH:3]1[CH2:8][CH2:7][CH2:6][CH2:5][CH2:4]1)[CH3:1])[CH3:16]. The yield is 0.800.